This data is from Forward reaction prediction with 1.9M reactions from USPTO patents (1976-2016). The task is: Predict the product of the given reaction. (1) The product is: [C:10]([N:2]1[CH2:3][CH:4]2[CH2:8][C:7](=[O:9])[CH2:6][CH:5]2[CH2:1]1)(=[O:12])[CH3:11]. Given the reactants [CH2:1]1[CH:5]2[CH2:6][C:7](=[O:9])[CH2:8][CH:4]2[CH2:3][NH:2]1.[C:10](OC(=O)C)(=[O:12])[CH3:11].C(N(CC)CC)C, predict the reaction product. (2) Given the reactants [Br:1][C:2]1[CH:7]=[CH:6][C:5]([N:8]([C:16]2[CH:21]=[CH:20][C:19]([Br:22])=[CH:18][CH:17]=2)[C:9]2[CH:14]=[CH:13][C:12]([OH:15])=[CH:11][CH:10]=2)=[CH:4][CH:3]=1.C(=O)([O-])[O-].[K+].[K+].C1OCCOCCOCCOCCOCCOC1.[Br:47][CH2:48][CH2:49][CH2:50][CH2:51]Br, predict the reaction product. The product is: [Br:1][C:2]1[CH:7]=[CH:6][C:5]([N:8]([C:9]2[CH:14]=[CH:13][C:12]([O:15][CH2:51][CH2:50][CH2:49][CH2:48][Br:47])=[CH:11][CH:10]=2)[C:16]2[CH:21]=[CH:20][C:19]([Br:22])=[CH:18][CH:17]=2)=[CH:4][CH:3]=1.